Dataset: Drug-target binding data from BindingDB using Kd measurements. Task: Regression. Given a target protein amino acid sequence and a drug SMILES string, predict the binding affinity score between them. We predict pKd (pKd = -log10(Kd in M); higher means stronger binding). Dataset: bindingdb_kd. (1) The compound is Cc1cc(C)c(C)c(S(=O)(=O)Nc2ccc(N3CC[C@H](C(=O)O)C3)c3ccccc23)c1C. The target protein (Q9Z2X8) has sequence MQPEPKLSGAPRSSQFLPLWSKCPEGAGDAVMYASTECKAEVTPSQDGNRTFSYTLEDHTKQAFGVMNELRLSQQLCDVTLQVKYEDIPAAQFMAHKVVLASSSPVFKAMFTNGLREQGMEVVSIEGIHPKVMERLIEFAYTASISVGEKCVLHVMNGAVMYQIDSVVRACSDFLVQQLDPSNAIGIANFAEQIGCTELHQRAREYIYMHFGEVAKQEEFFNLSHCQLATLISRDDLNVRCESEVFHACIDWVKYDCPQRRFYVQALLRAVRCHALTPRFLQTQLQKCEILQADARCKDYLVQIFQELTLHKPTQAVPCRAPKVGRLIYTAGGYFRQSLSYLEAYNPSNGSWLRLADLQVPRSGLAGCVVGGLLYAVGGRNNSPDGNTDSSALDCYNPMTNQWSPCASMSVPRNRIGVGVIDGHIYAVGGSHGCIHHSSVERYEPERDEWHLVAPMLTRRIGVGVAVLNRLLYAVGGFDGTNRLNSAECYYPERNEWRMI.... The pKd is 5.2. (2) The small molecule is C[S+](CC[C@H](N)C(=O)[O-])C[C@H]1O[C@@H](n2cnc3c(N)ncnc32)[C@H](O)[C@@H]1O. The target protein sequence is MAEWSGEYISPYAEHGKKSEQVKKITVSIPLKVLKILTDERTRRQVNNLRHATNSELLCEAFLHAFTGQPLPDDADLRKERSDEIPEAAKEIMREMGINPETWEY. The pKd is 8.4. (3) The small molecule is C=CC(=O)Nc1cc2c(Nc3ccc(F)c(Cl)c3)ncnc2cc1OCCCN1CCOCC1. The target protein (Q9NQU5) has sequence MFRKKKKKRPEISAPQNFQHRVHTSFDPKEGKFVGLPPQWQNILDTLRRPKPVVDPSRITRVQLQPMKTVVRGSAMPVDGYISGLLNDIQKLSVISSNTLRGRSPTSRRRAQSLGLLGDEHWATDPDMYLQSPQSERTDPHGLYLSCNGGTPAGHKQMPWPEPQSPRVLPNGLAAKAQSLGPAEFQGASQRCLQLGACLQSSPPGASPPTGTNRHGMKAAKHGSEEARPQSCLVGSATGRPGGEGSPSPKTRESSLKRRLFRSMFLSTAATAPPSSSKPGPPPQSKPNSSFRPPQKDNPPSLVAKAQSLPSDQPVGTFSPLTTSDTSSPQKSLRTAPATGQLPGRSSPAGSPRTWHAQISTSNLYLPQDPTVAKGALAGEDTGVVTHEQFKAALRMVVDQGDPRLLLDSYVKIGEGSTGIVCLAREKHSGRQVAVKMMDLRKQQRRELLFNEVVIMRDYQHFNVVEMYKSYLVGEELWVLMEFLQGGALTDIVSQVRLNE.... The pKd is 5.0. (4) The small molecule is CCCCCCOC(=O)c1ccc(Nc2c([N+](=O)[O-])cc(C(=O)O)cc2[N+](=O)[O-])cc1. The target protein (P31947) has sequence MERASLIQKAKLAEQAERYEDMAAFMKGAVEKGEELSCEERNLLSVAYKNVVGGQRAAWRVLSSIEQKSNEEGSEEKGPEVREYREKVETELQGVCDTVLGLLDSHLIKEAGDAESRVFYLKMKGDYYRYLAEVATGDDKKRIIDSARSAYQEAMDISKKEMPPTNPIRLGLALNFSVFHYEIANSPEEAISLAKTTFDEAMADLHTLSEDSYKDSTLIMQLLRDNLTLWTADNAGEEGGEAPQEPQS. The pKd is 6.0. (5) The small molecule is O=C(NO)C(F)(F)C(F)(F)C(F)(F)C(F)(F)C(F)(F)C(F)(F)C(=O)Nc1ccccc1. The target protein (Q70I53) has sequence MAIGYVWNTLYGWVDTGTGSLAAANLTARMQPISHHLAHPDTKRRFHELVCASGQIEHLTPIAAVAATDADILRAHSAAHLENMKRVSNLPTGGDTGDGITMMGNGGLEIARLSAGGAVELTRRVATGELSAGYALVNPPGHHAPHNAAMGFCIFNNTSVAAGYARAVLGMERVAILDWDVHHGNGTQDIWWNDPSVLTISLHQHLCFPPDSGYSTERGAGNGHGYNINVPLPPGSGNAAYLHAMDQVVLHALRAYRPQLIIVGSGFDASMLDPLARMMVTADGFRQMARRTIDCAADICDGRIVFVQEGGYSPHYLPFCGLAVIEELTGVRSLPDPYHEFLAGMGGNTLLDAERAAIEEIVPLLADIR. The pKd is 6.3. (6) The small molecule is CCOc1cc2ncc(C#N)c(Nc3ccc(OCc4cccc(F)c4)c(Cl)c3)c2cc1NC(=O)C(CSC(C)=O)CSC(C)=O. The target protein sequence is MRPSGTAGAALLALLAALCPASRALEEKKVCQGTSNKLTQLGTFEDHFLSLQRMFNNCEVVLGNLEITYVQRNYDLSFLKTIQEVAGYVLIALNTVERIPLENLQIIRGNMYYENSYALAVLSNYDANKTGLKELPMRNLQEILHGAVRFSNNPALCNVESIQWRDIVSSDFLSNMSMDFQNHLGSCQKCDPSCPNGSCWGAGEENCQKLTKIICAQQCSGRCRGKSPSDCCHNQCAAGCTGPRESDCLVCRKFRDEATCKDTCPPLMLYNPTTYQMDVNPEGKYSFGATCVKKCPRNYVVTDHGSCVRACGADSYEMEEDGVRKCKKCEGPCRKVCNGIGIGEFKDSLSINATNIKHFKNCTSISGDLHILPVAFRGDSFTHTPPLDPQELDILKTVKEITGFLLIQAWPENRTDLHAFENLEIIRGRTKQHGQFSLAVVSLNITSLGLRSLKEISDGDVIISGNKNLCYANTINWKKLFGTSGQKTKIISNRGENSCK.... The pKd is 6.3.